This data is from Reaction yield outcomes from USPTO patents with 853,638 reactions. The task is: Predict the reaction yield, written as a fraction of the theoretical maximum amount of product (1.0 means a 100% yield; for example, 0.34 means a 34% yield). (1) The reactants are [CH3:1][C:2]([CH3:29])([CH3:28])[C@H:3]([N:11]1[CH2:15][CH2:14][N:13]([CH2:16][C:17]2[CH:22]=[CH:21][CH:20]=[C:19]([C:23]([F:26])([F:25])[F:24])[CH:18]=2)[C:12]1=[O:27])[C:4]([O:6]C(C)(C)C)=[O:5].FC(F)(F)C(O)=O. The catalyst is ClCCl. The product is [CH3:1][C:2]([CH3:29])([CH3:28])[C@H:3]([N:11]1[CH2:15][CH2:14][N:13]([CH2:16][C:17]2[CH:22]=[CH:21][CH:20]=[C:19]([C:23]([F:26])([F:25])[F:24])[CH:18]=2)[C:12]1=[O:27])[C:4]([OH:6])=[O:5]. The yield is 0.770. (2) The reactants are Cl[C:2]1[C:3]2[CH:10]=[C:9]([C:11]3[CH:16]=[CH:15][C:14]([F:17])=[CH:13][CH:12]=3)[S:8][C:4]=2[N:5]=[CH:6][N:7]=1.[Cl:18][C:19]1[CH:20]=[C:21]([CH:23]=[CH:24][C:25]=1[F:26])[NH2:22]. The catalyst is ClCCCl.CC(O)(C)C. The yield is 0.500. The product is [Cl:18][C:19]1[CH:20]=[C:21]([NH:22][C:2]2[C:3]3[CH:10]=[C:9]([C:11]4[CH:16]=[CH:15][C:14]([F:17])=[CH:13][CH:12]=4)[S:8][C:4]=3[N:5]=[CH:6][N:7]=2)[CH:23]=[CH:24][C:25]=1[F:26]. (3) The reactants are Cl.[Cl:2][C:3]1[CH:8]=[CH:7][C:6]([N:9]([CH2:11][CH2:12][CH:13]2[CH2:17][CH2:16][CH2:15][CH2:14]2)N)=[CH:5][CH:4]=1.C(O[CH:21](OCC)[CH2:22][CH2:23][CH2:24][NH:25][CH3:26])C. The catalyst is C(O)C.O. The product is [Cl:2][C:3]1[CH:8]=[C:7]2[C:6](=[CH:5][CH:4]=1)[N:9]([CH2:11][CH2:12][CH:13]1[CH2:17][CH2:16][CH2:15][CH2:14]1)[CH:21]=[C:22]2[CH2:23][CH2:24][NH:25][CH3:26]. The yield is 0.460. (4) The catalyst is N1CCCCC1.C(O)C. The reactants are [Cl:1][C:2]1[CH:3]=[C:4]([NH:9][C:10]2[C:11]3[CH2:18][C:17](=[O:19])[NH:16][C:12]=3[N:13]=[CH:14][N:15]=2)[CH:5]=[CH:6][C:7]=1[F:8].[CH3:20][C:21]1[C:25]([C:26]([N:28]2[CH2:33][CH2:32][O:31][CH2:30][CH2:29]2)=[O:27])=[CH:24][NH:23][C:22]=1[CH:34]=O. The yield is 0.320. The product is [Cl:1][C:2]1[CH:3]=[C:4]([NH:9][C:10]2[C:11]3[C:18](=[CH:34][C:22]4[NH:23][CH:24]=[C:25]([C:26]([N:28]5[CH2:29][CH2:30][O:31][CH2:32][CH2:33]5)=[O:27])[C:21]=4[CH3:20])[C:17](=[O:19])[NH:16][C:12]=3[N:13]=[CH:14][N:15]=2)[CH:5]=[CH:6][C:7]=1[F:8]. (5) The reactants are [S:1]1[CH:5]=[CH:4][CH:3]=[C:2]1[C:6]1[O:10][N:9]=[C:8]([N:11]2[CH2:16][CH2:15][N:14](C(OC(C)(C)C)=O)[CH2:13][CH2:12]2)[N:7]=1.[ClH:24]. The yield is 0.780. The catalyst is CCOCC. The product is [ClH:24].[ClH:24].[S:1]1[CH:5]=[CH:4][CH:3]=[C:2]1[C:6]1[O:10][N:9]=[C:8]([N:11]2[CH2:12][CH2:13][NH:14][CH2:15][CH2:16]2)[N:7]=1.